Regression/Classification. Given a drug SMILES string, predict its absorption, distribution, metabolism, or excretion properties. Task type varies by dataset: regression for continuous measurements (e.g., permeability, clearance, half-life) or binary classification for categorical outcomes (e.g., BBB penetration, CYP inhibition). Dataset: cyp2c9_veith. From a dataset of CYP2C9 inhibition data for predicting drug metabolism from PubChem BioAssay. The molecule is CCCC[C@@H]1C[C@H]1C(NC(=O)c1ccco1)c1ccccc1. The result is 1 (inhibitor).